Dataset: Forward reaction prediction with 1.9M reactions from USPTO patents (1976-2016). Task: Predict the product of the given reaction. (1) Given the reactants [Cl:1][C:2]1[CH:3]=[CH:4][C:5]([CH2:8][O:9][C:10]2[CH:15]=[CH:14][N:13]([C:16]3[CH:17]=[N:18][C:19]([N:22]([CH3:36])[CH:23]4[CH:27]([CH3:28])[CH2:26][N:25](CC5C=CC=CC=5)[CH2:24]4)=[CH:20][CH:21]=3)[C:12](=[O:37])[CH:11]=2)=[N:6][CH:7]=1.ClC(OC(Cl)C)=O, predict the reaction product. The product is: [Cl:1][C:2]1[CH:3]=[CH:4][C:5]([CH2:8][O:9][C:10]2[CH:15]=[CH:14][N:13]([C:16]3[CH:17]=[N:18][C:19]([N:22]([CH3:36])[CH:23]4[CH:27]([CH3:28])[CH2:26][NH:25][CH2:24]4)=[CH:20][CH:21]=3)[C:12](=[O:37])[CH:11]=2)=[N:6][CH:7]=1. (2) Given the reactants CCN(C(C)C)C(C)C.[C:10]1([NH:16][C:17]2[N:22]=[CH:21][C:20]([C:23]([OH:25])=O)=[CH:19][CH:18]=2)[CH:15]=[CH:14][CH:13]=[CH:12][CH:11]=1.CCN=C=NCCCN(C)C.C1C=CC2N(O)N=NC=2C=1.[NH2:47][CH2:48][C:49]([N:51]1[CH2:56][CH2:55][N:54]([C:57](=[O:68])[C:58]2[CH:63]=[CH:62][CH:61]=[CH:60][C:59]=2[C:64]([F:67])([F:66])[F:65])[CH2:53][CH2:52]1)=[O:50].Cl, predict the reaction product. The product is: [O:50]=[C:49]([N:51]1[CH2:52][CH2:53][N:54]([C:57](=[O:68])[C:58]2[CH:63]=[CH:62][CH:61]=[CH:60][C:59]=2[C:64]([F:67])([F:66])[F:65])[CH2:55][CH2:56]1)[CH2:48][NH:47][C:23](=[O:25])[C:20]1[CH:19]=[CH:18][C:17]([NH:16][C:10]2[CH:11]=[CH:12][CH:13]=[CH:14][CH:15]=2)=[N:22][CH:21]=1. (3) Given the reactants Br[C:2]1[CH:3]=[C:4]([S:12]([N:15]2[CH2:25][CH2:24][CH2:23][C:17]3([C:21](=[O:22])[NH:20][CH2:19][CH2:18]3)[CH2:16]2)(=[O:14])=[O:13])[CH:5]=[C:6]([C:8]([F:11])([F:10])[F:9])[CH:7]=1.[C:26](=O)([O-])[O-].[K+].[K+].CB1OB(C)OB(C)O1, predict the reaction product. The product is: [CH3:26][C:2]1[CH:3]=[C:4]([S:12]([N:15]2[CH2:25][CH2:24][CH2:23][C:17]3([C:21](=[O:22])[NH:20][CH2:19][CH2:18]3)[CH2:16]2)(=[O:14])=[O:13])[CH:5]=[C:6]([C:8]([F:10])([F:9])[F:11])[CH:7]=1. (4) Given the reactants [Cl:1][C:2]1[CH:3]=[C:4]2[C:9](=[CH:10][CH:11]=1)[NH:8][CH2:7][CH:6]([NH:12][C:13](=[O:19])[O:14][C:15]([CH3:18])([CH3:17])[CH3:16])[CH2:5]2.[CH:20](=O)[C:21]1[CH:26]=[CH:25][CH:24]=[CH:23][CH:22]=1.C(O[BH-](OC(=O)C)OC(=O)C)(=O)C.[Na+].CC(O)=O, predict the reaction product. The product is: [CH2:20]([N:8]1[C:9]2[C:4](=[CH:3][C:2]([Cl:1])=[CH:11][CH:10]=2)[CH2:5][CH:6]([NH:12][C:13](=[O:19])[O:14][C:15]([CH3:16])([CH3:18])[CH3:17])[CH2:7]1)[C:21]1[CH:26]=[CH:25][CH:24]=[CH:23][CH:22]=1.